Predict which catalyst facilitates the given reaction. From a dataset of Catalyst prediction with 721,799 reactions and 888 catalyst types from USPTO. (1) Reactant: [Cl:1][C:2]1[N:7]=[C:6]2[N:8]([CH2:11][C:12]3[CH:13]=[C:14]4[C:19](=[CH:20][CH:21]=3)[N:18]=[CH:17][CH:16]=[CH:15]4)[N:9]=[N:10][C:5]2=[CH:4][CH:3]=1.ClC1C=CC=C(C(OO)=[O:30])C=1.S([O-])([O-])=O.[Na+].[Na+].C(=O)([O-])[O-].[K+].[K+]. Product: [Cl:1][C:2]1[N:7]=[C:6]2[N:8]([CH2:11][C:12]3[CH:13]=[C:14]4[C:19](=[CH:20][CH:21]=3)[N+:18]([O-:30])=[CH:17][CH:16]=[CH:15]4)[N:9]=[N:10][C:5]2=[CH:4][CH:3]=1. The catalyst class is: 4. (2) Reactant: [C:1]([N:4]1[CH2:9][CH2:8][CH:7]([C:10]2[N:11]=[C:12]([NH:15][C:16]3[N:21]=[CH:20][C:19]([S:22]CCC(OC)=O)=[CH:18][C:17]=3[O:29][C:30]3[CH:35]=[CH:34][CH:33]=[CH:32][CH:31]=3)[S:13][CH:14]=2)[CH2:6][CH2:5]1)(=[O:3])[CH3:2].[Cl:36][C:37]1[CH:42]=[CH:41][N:40]=[C:39]2[CH:43]=[CH:44][S:45][C:38]=12.CC([O-])(C)C.[K+].[NH4+].[Cl-:53]. Product: [ClH:36].[ClH:53].[O:29]([C:17]1[C:16]([NH:15][C:12]2[S:13][CH:14]=[C:10]([CH:7]3[CH2:6][CH2:5][N:4]([C:1](=[O:3])[CH3:2])[CH2:9][CH2:8]3)[N:11]=2)=[N:21][CH:20]=[C:19]([S:22][C:37]2[CH:42]=[CH:41][N:40]=[C:39]3[CH:43]=[CH:44][S:45][C:38]=23)[CH:18]=1)[C:30]1[CH:31]=[CH:32][CH:33]=[CH:34][CH:35]=1. The catalyst class is: 16. (3) Reactant: [NH:1]1[CH:5]=[C:4]([C:6]([O:8][CH2:9][CH3:10])=[O:7])[CH:3]=[N:2]1.C([O-])([O-])=O.[Cs+].[Cs+].CN(C=O)C.[CH2:22](I)[CH3:23]. Product: [CH2:22]([N:1]1[CH:5]=[C:4]([C:6]([O:8][CH2:9][CH3:10])=[O:7])[CH:3]=[N:2]1)[CH3:23]. The catalyst class is: 6. (4) Reactant: Br[C:2]1[CH:3]=[C:4]2[C:9](=[CH:10][CH:11]=1)[C:8]([C:12]([F:15])([F:14])[F:13])=[C:7]([O:16][C@H:17]1[CH2:22][CH2:21][C@@H:20]([CH3:23])[CH2:19][CH2:18]1)[CH:6]=[CH:5]2.C([Li])CCC.CCCCCC.[B:35](OC(C)C)([O:40]C(C)C)[O:36]C(C)C. Product: [CH3:23][C@@H:20]1[CH2:21][CH2:22][C@H:17]([O:16][C:7]2[C:8]([C:12]([F:15])([F:14])[F:13])=[C:9]3[C:4](=[CH:5][CH:6]=2)[CH:3]=[C:2]([B:35]([OH:40])[OH:36])[CH:11]=[CH:10]3)[CH2:18][CH2:19]1. The catalyst class is: 1. (5) Reactant: C(O)CCO.[C:6]([O:10][C:11]([N:13]1[CH2:18][CH2:17][CH:16]([C:19]2[C:28]3[C:23](=[CH:24][C:25]([O:29][CH2:30][CH2:31][CH2:32][OH:33])=[CH:26][CH:27]=3)[N:22]=[CH:21][N:20]=2)[CH2:15][CH2:14]1)=[O:12])([CH3:9])([CH3:8])[CH3:7].CCN(CC)CC.[CH3:41][S:42](Cl)(=[O:44])=[O:43]. Product: [C:6]([O:10][C:11]([N:13]1[CH2:18][CH2:17][CH:16]([C:19]2[C:28]3[C:23](=[CH:24][C:25]([O:29][CH2:30][CH2:31][CH2:32][OH:33])=[CH:26][CH:27]=3)[N:22]=[CH:21][N:20]=2)[CH2:15][CH2:14]1)=[O:12])([CH3:9])([CH3:8])[CH3:7].[C:6]([O:10][C:11]([N:13]1[CH2:18][CH2:17][CH:16]([C:19]2[C:28]3[C:23](=[CH:24][C:25]([O:29][CH2:30][CH2:31][CH2:32][O:33][S:42]([CH3:41])(=[O:44])=[O:43])=[CH:26][CH:27]=3)[N:22]=[CH:21][N:20]=2)[CH2:15][CH2:14]1)=[O:12])([CH3:9])([CH3:8])[CH3:7]. The catalyst class is: 2. (6) Reactant: C[O:2][C:3](=[O:37])[C:4]1[CH:9]=[CH:8][C:7]([C:10]2[C:19]3[C:14](=[CH:15][CH:16]=[C:17]([Cl:20])[CH:18]=3)[C:13](=[O:21])[N:12]([CH2:22][C:23]3[CH:28]=[CH:27][C:26]([S:29]([CH3:32])(=[O:31])=[O:30])=[CH:25][CH:24]=3)[C:11]=2[C:33](=[O:36])[CH2:34][CH3:35])=[CH:6][CH:5]=1.[OH-].[Na+].Cl. Product: [Cl:20][C:17]1[CH:18]=[C:19]2[C:14](=[CH:15][CH:16]=1)[C:13](=[O:21])[N:12]([CH2:22][C:23]1[CH:24]=[CH:25][C:26]([S:29]([CH3:32])(=[O:31])=[O:30])=[CH:27][CH:28]=1)[C:11]([C:33](=[O:36])[CH2:34][CH3:35])=[C:10]2[C:7]1[CH:6]=[CH:5][C:4]([C:3]([OH:37])=[O:2])=[CH:9][CH:8]=1. The catalyst class is: 5. (7) Reactant: [Br:1][C:2]1[C:7]([F:8])=[CH:6][C:5]([NH:9][CH:10](SC)[NH:11][C:12]#[N:13])=[CH:4][C:3]=1[Cl:16].[NH2:17][NH2:18]. Product: [Br:1][C:2]1[C:7]([F:8])=[CH:6][C:5]([NH:9][C:10]2[N:11]=[C:12]([NH2:13])[NH:18][N:17]=2)=[CH:4][C:3]=1[Cl:16]. The catalyst class is: 8. (8) Reactant: [Br:1][C:2]1[C:3]([CH:11]([CH:13]2[CH2:17][CH2:16][CH2:15][CH2:14]2)[OH:12])=[C:4]([F:10])[C:5]([O:8][CH3:9])=[N:6][CH:7]=1.CC(OI1(OC(C)=O)(OC(C)=O)OC(=O)C2C=CC=CC1=2)=O. Product: [Br:1][C:2]1[C:3]([C:11]([CH:13]2[CH2:17][CH2:16][CH2:15][CH2:14]2)=[O:12])=[C:4]([F:10])[C:5]([O:8][CH3:9])=[N:6][CH:7]=1. The catalyst class is: 10. (9) Reactant: [CH:1]1([N:4]([CH2:6][C:7]2[CH:8]=[C:9]([C:21]#[CH:22])[CH:10]=[C:11]3[C:16]=2[O:15][C:14]([CH3:18])([CH3:17])[CH2:13][C:12]3([CH3:20])[CH3:19])[CH3:5])[CH2:3][CH2:2]1.[CH3:23][O:24][C:25](=[O:54])[C:26]([C:29]1[CH:34]=[CH:33][C:32](C#CC2C=C(C3CC3)C3OC4(CC4)CC(C)(C)C=3C=2)=[CH:31][CH:30]=1)([CH3:28])[CH3:27].C(N(CC)CC)C.C(OCC)(=O)C. Product: [CH3:23][O:24][C:25](=[O:54])[C:26]([C:29]1[CH:30]=[CH:31][C:32]([C:22]#[C:21][C:9]2[CH:10]=[C:11]3[C:16](=[C:7]([CH2:6][N:4]([CH:1]4[CH2:2][CH2:3]4)[CH3:5])[CH:8]=2)[O:15][C:14]([CH3:17])([CH3:18])[CH2:13][C:12]3([CH3:20])[CH3:19])=[CH:33][CH:34]=1)([CH3:28])[CH3:27]. The catalyst class is: 730. (10) Reactant: [Cl:1][C:2]1[C:7]([C:8]2[C:12]([C:13]([OH:15])=O)=[C:11]([CH3:16])[O:10][N:9]=2)=[CH:6][CH:5]=[CH:4][N:3]=1.[CH2:17]([O:24][C:25](=[O:35])[NH:26][CH2:27][CH:28]1[CH2:33][CH2:32][CH2:31][CH:30]([NH2:34])[CH2:29]1)[C:18]1[CH:23]=[CH:22][CH:21]=[CH:20][CH:19]=1.Cl.CN(C)CCCN=C=NCC.ON1C2N=CC=CC=2N=N1.C(N(CC)C(C)C)(C)C. Product: [CH2:17]([O:24][C:25](=[O:35])[NH:26][CH2:27][CH:28]1[CH2:33][CH2:32][CH2:31][CH:30]([NH:34][C:13]([C:12]2[C:8]([C:7]3[C:2]([Cl:1])=[N:3][CH:4]=[CH:5][CH:6]=3)=[N:9][O:10][C:11]=2[CH3:16])=[O:15])[CH2:29]1)[C:18]1[CH:19]=[CH:20][CH:21]=[CH:22][CH:23]=1. The catalyst class is: 9.